Dataset: Catalyst prediction with 721,799 reactions and 888 catalyst types from USPTO. Task: Predict which catalyst facilitates the given reaction. (1) Reactant: O[N:2]1C2C=CC=CC=2N=N1.CCN=C=NCCCN(C)C.C(N(CC)C(C)C)(C)C.[C:31]([O:35][C:36]([N:38]1[CH2:43][CH2:42][CH:41]([C:44]2[CH:49]=[CH:48][C:47]([NH:50][C:51]3[N:56]=[C:55]([CH2:57][CH2:58][C:59]4[CH:64]=[CH:63][CH:62]=[CH:61][C:60]=4[CH2:65][C:66]([O-:68])=O)[C:54]([C:69]([F:72])([F:71])[F:70])=[CH:53][N:52]=3)=[CH:46][CH:45]=2)[CH2:40][CH2:39]1)=[O:37])([CH3:34])([CH3:33])[CH3:32].[Li+].C(=O)([O-])[O-].[NH4+].[NH4+]. Product: [NH2:2][C:66](=[O:68])[CH2:65][C:60]1[CH:61]=[CH:62][CH:63]=[CH:64][C:59]=1[CH2:58][CH2:57][C:55]1[C:54]([C:69]([F:72])([F:71])[F:70])=[CH:53][N:52]=[C:51]([NH:50][C:47]2[CH:48]=[CH:49][C:44]([CH:41]3[CH2:40][CH2:39][N:38]([C:36]([O:35][C:31]([CH3:33])([CH3:32])[CH3:34])=[O:37])[CH2:43][CH2:42]3)=[CH:45][CH:46]=2)[N:56]=1. The catalyst class is: 118. (2) Reactant: C([N:14]1[CH2:17][CH:16]([O:18][CH:19]([C:27]2[CH:32]=[CH:31][C:30]([Cl:33])=[CH:29][CH:28]=2)[C:20]2[CH:25]=[CH:24][C:23]([Cl:26])=[CH:22][CH:21]=2)[CH2:15]1)(C1C=CC=CC=1)C1C=CC=CC=1.ClC(OC(Cl)C)=O. Product: [ClH:26].[Cl:26][C:23]1[CH:24]=[CH:25][C:20]([CH:19]([O:18][CH:16]2[CH2:17][NH:14][CH2:15]2)[C:27]2[CH:28]=[CH:29][C:30]([Cl:33])=[CH:31][CH:32]=2)=[CH:21][CH:22]=1. The catalyst class is: 4. (3) Reactant: [Cl:1][C:2]1[CH:7]=[CH:6][CH:5]=[CH:4][C:3]=1[CH:8]([C:20]1[CH:28]=[CH:27][C:23]([C:24]([OH:26])=O)=[C:22]([F:29])[CH:21]=1)[CH2:9][C:10]([C:12]1[CH:17]=[CH:16][C:15](=[O:18])[N:14]([CH3:19])[CH:13]=1)=[O:11].[NH2:30][CH2:31][CH2:32][OH:33].CN([P+](ON1N=NC2C=CC=CC1=2)(N(C)C)N(C)C)C.F[P-](F)(F)(F)(F)F. Product: [Cl:1][C:2]1[CH:7]=[CH:6][CH:5]=[CH:4][C:3]=1[CH:8]([C:20]1[CH:28]=[CH:27][C:23]([C:24]([NH:30][CH2:31][CH2:32][OH:33])=[O:26])=[C:22]([F:29])[CH:21]=1)[CH2:9][C:10]([C:12]1[CH:17]=[CH:16][C:15](=[O:18])[N:14]([CH3:19])[CH:13]=1)=[O:11]. The catalyst class is: 7. (4) Reactant: [CH2:1]1[C:14]2[C:5](=[N:6][C:7]([C:15](OCC)=[O:16])=[C:8]3[C:13]=2[CH:12]=[CH:11][CH:10]=[CH:9]3)[CH2:4][CH2:3][CH2:2]1.[BH4-].[Li+]. Product: [OH:16][CH2:15][C:7]1[N:6]=[C:5]2[C:14](=[C:13]3[C:8]=1[CH:9]=[CH:10][CH:11]=[CH:12]3)[CH2:1][CH2:2][CH2:3][CH2:4]2. The catalyst class is: 7. (5) Product: [CH2:7]([N:14]1[CH2:15][CH:16]2[O:22][CH:20]([CH2:19][N:18]([CH:23]([CH2:24][OH:25])[CH2:29][OH:30])[CH2:17]2)[CH2:21]1)[C:8]1[CH:9]=[CH:10][CH:11]=[CH:12][CH:13]=1. The catalyst class is: 1. Reactant: [H-].[Li+].[Al+3].[H-].[H-].[H-].[CH2:7]([N:14]1[CH2:21][CH:20]2[O:22][CH:16]([CH2:17][N:18]([CH:23]([C:29](OCC)=[O:30])[C:24](OCC)=[O:25])[CH2:19]2)[CH2:15]1)[C:8]1[CH:13]=[CH:12][CH:11]=[CH:10][CH:9]=1.[OH-].[Na+].